From a dataset of NCI-60 drug combinations with 297,098 pairs across 59 cell lines. Regression. Given two drug SMILES strings and cell line genomic features, predict the synergy score measuring deviation from expected non-interaction effect. (1) Drug 1: CC1=C(C(=O)C2=C(C1=O)N3CC4C(C3(C2COC(=O)N)OC)N4)N. Drug 2: CC1C(C(CC(O1)OC2CC(CC3=C2C(=C4C(=C3O)C(=O)C5=C(C4=O)C(=CC=C5)OC)O)(C(=O)CO)O)N)O.Cl. Cell line: UACC-257. Synergy scores: CSS=47.9, Synergy_ZIP=-3.85, Synergy_Bliss=-2.73, Synergy_Loewe=-0.129, Synergy_HSA=1.18. (2) Drug 1: CC1=C(C(=O)C2=C(C1=O)N3CC4C(C3(C2COC(=O)N)OC)N4)N. Drug 2: C1C(C(OC1N2C=NC3=C2NC=NCC3O)CO)O. Cell line: OVCAR3. Synergy scores: CSS=-4.67, Synergy_ZIP=3.18, Synergy_Bliss=-1.20, Synergy_Loewe=-9.21, Synergy_HSA=-8.04. (3) Drug 1: CC1CCCC2(C(O2)CC(NC(=O)CC(C(C(=O)C(C1O)C)(C)C)O)C(=CC3=CSC(=N3)C)C)C. Drug 2: COCCOC1=C(C=C2C(=C1)C(=NC=N2)NC3=CC=CC(=C3)C#C)OCCOC.Cl. Cell line: NCI/ADR-RES. Synergy scores: CSS=34.5, Synergy_ZIP=25.1, Synergy_Bliss=34.3, Synergy_Loewe=23.3, Synergy_HSA=26.4. (4) Drug 1: CN(C)C1=NC(=NC(=N1)N(C)C)N(C)C. Drug 2: C1CN(CCN1C(=O)CCBr)C(=O)CCBr. Cell line: HT29. Synergy scores: CSS=16.2, Synergy_ZIP=-3.71, Synergy_Bliss=0.749, Synergy_Loewe=-15.8, Synergy_HSA=-1.66. (5) Drug 1: CC=C1C(=O)NC(C(=O)OC2CC(=O)NC(C(=O)NC(CSSCCC=C2)C(=O)N1)C(C)C)C(C)C. Drug 2: CNC(=O)C1=NC=CC(=C1)OC2=CC=C(C=C2)NC(=O)NC3=CC(=C(C=C3)Cl)C(F)(F)F. Cell line: SK-MEL-2. Synergy scores: CSS=21.4, Synergy_ZIP=-1.94, Synergy_Bliss=-6.09, Synergy_Loewe=-47.5, Synergy_HSA=-12.5. (6) Drug 1: CC12CCC3C(C1CCC2=O)CC(=C)C4=CC(=O)C=CC34C. Drug 2: C(=O)(N)NO. Cell line: NCI-H226. Synergy scores: CSS=28.1, Synergy_ZIP=-8.62, Synergy_Bliss=-5.09, Synergy_Loewe=-9.79, Synergy_HSA=-4.81.